From a dataset of Peptide-MHC class I binding affinity with 185,985 pairs from IEDB/IMGT. Regression. Given a peptide amino acid sequence and an MHC pseudo amino acid sequence, predict their binding affinity value. This is MHC class I binding data. (1) The peptide sequence is GPAFVRTKL. The MHC is HLA-B15:17 with pseudo-sequence HLA-B15:17. The binding affinity (normalized) is 0.0847. (2) The peptide sequence is RVLHEDRFF. The MHC is HLA-B18:01 with pseudo-sequence HLA-B18:01. The binding affinity (normalized) is 0.0847. (3) The peptide sequence is EFDNYRGTI. The MHC is HLA-B15:01 with pseudo-sequence HLA-B15:01. The binding affinity (normalized) is 0.0847. (4) The peptide sequence is YIDNTTSWY. The MHC is HLA-B15:01 with pseudo-sequence HLA-B15:01. The binding affinity (normalized) is 0.543. (5) The peptide sequence is YSRPWNWTF. The MHC is HLA-A01:01 with pseudo-sequence HLA-A01:01. The binding affinity (normalized) is 0.0847. (6) The peptide sequence is VFYENRAYG. The MHC is H-2-Db with pseudo-sequence H-2-Db. The binding affinity (normalized) is 0.0224.